This data is from Peptide-MHC class I binding affinity with 185,985 pairs from IEDB/IMGT. The task is: Regression. Given a peptide amino acid sequence and an MHC pseudo amino acid sequence, predict their binding affinity value. This is MHC class I binding data. (1) The peptide sequence is WFWFCLLLLA. The MHC is Patr-A0901 with pseudo-sequence Patr-A0901. The binding affinity (normalized) is 0.0433. (2) The binding affinity (normalized) is 0. The peptide sequence is TILDDNLYK. The MHC is HLA-A31:01 with pseudo-sequence HLA-A31:01.